From a dataset of Catalyst prediction with 721,799 reactions and 888 catalyst types from USPTO. Predict which catalyst facilitates the given reaction. (1) Reactant: FC(F)(F)C(O)=O.[Cl:8][C:9]1[CH:47]=[C:46]([S:48]([N:51](CC2C=CC(OC)=CC=2OC)[C:52]2[S:53][CH:54]=[N:55][N:56]=2)(=[O:50])=[O:49])[C:45]([F:68])=[CH:44][C:10]=1[O:11][C:12]1[CH:17]=[CH:16][C:15]([C:18]2[CH:23]=[CH:22][C:21]([C:24]([F:27])([F:26])[F:25])=[CH:20][CH:19]=2)=[CH:14][C:13]=1[C:28]1[N:32]([CH:33]2[CH2:36][N:35](C(OC(C)(C)C)=O)[CH2:34]2)[N:31]=[CH:30][CH:29]=1. Product: [NH:35]1[CH2:34][CH:33]([N:32]2[C:28]([C:13]3[CH:14]=[C:15]([C:18]4[CH:19]=[CH:20][C:21]([C:24]([F:26])([F:27])[F:25])=[CH:22][CH:23]=4)[CH:16]=[CH:17][C:12]=3[O:11][C:10]3[C:9]([Cl:8])=[CH:47][C:46]([S:48]([NH:51][C:52]4[S:53][CH:54]=[N:55][N:56]=4)(=[O:50])=[O:49])=[C:45]([F:68])[CH:44]=3)=[CH:29][CH:30]=[N:31]2)[CH2:36]1. The catalyst class is: 4. (2) Reactant: Br.Br[C:3]1[S:7][C:6]([NH2:8])=[N:5][CH:4]=1.[CH2:9]([O:11][C:12](=[O:21])[C:13]1[CH:18]=[CH:17][C:16]([OH:19])=[C:15]([F:20])[CH:14]=1)[CH3:10].C(=O)([O-])[O-].[Cs+].[Cs+]. Product: [CH2:9]([O:11][C:12](=[O:21])[C:13]1[CH:18]=[CH:17][C:16]([O:19][C:3]2[S:7][C:6]([NH2:8])=[N:5][CH:4]=2)=[C:15]([F:20])[CH:14]=1)[CH3:10]. The catalyst class is: 21.